Predict the reaction yield, written as a fraction of the theoretical maximum amount of product (1.0 means a 100% yield; for example, 0.34 means a 34% yield). From a dataset of Reaction yield outcomes from USPTO patents with 853,638 reactions. (1) The reactants are [I:1][C:2]1[C:10]2[C:5](=[N:6][CH:7]=[N:8][C:9]=2[NH2:11])[NH:4][N:3]=1.[C:12]([O:16][C:17]([N:19]1[CH2:24][CH2:23][CH2:22][C@H:21](O)[CH2:20]1)=[O:18])([CH3:15])([CH3:14])[CH3:13].C1C=CC(P(C2C=CC=CC=2)C2C=CC=CC=2)=CC=1.CC(OC(/N=N/C(OC(C)C)=O)=O)C. The catalyst is C1COCC1. The product is [NH2:11][C:9]1[N:8]=[CH:7][N:6]=[C:5]2[N:4]([C@@H:23]3[CH2:22][CH2:21][CH2:20][N:19]([C:17]([O:16][C:12]([CH3:15])([CH3:14])[CH3:13])=[O:18])[CH2:24]3)[N:3]=[C:2]([I:1])[C:10]=12. The yield is 0.412. (2) The reactants are C[Si]([N-][Si](C)(C)C)(C)C.[Li+].[Br:11][C:12]1[CH:13]=[C:14]([NH:18][C:19]2[C:39]([CH:40]3[CH2:42][CH2:41]3)=[CH:38][C:22]3[C:23]([C:33]([O:35][CH2:36][CH3:37])=[O:34])=[C:24]([C:26]4[CH:31]=[CH:30][C:29]([F:32])=[CH:28][CH:27]=4)[O:25][C:21]=3[CH:20]=2)[CH:15]=[CH:16][CH:17]=1.[CH3:43][S:44](Cl)(=[O:46])=[O:45].O. The catalyst is C1COCC1.CCOC(C)=O. The product is [Br:11][C:12]1[CH:13]=[C:14]([N:18]([C:19]2[C:39]([CH:40]3[CH2:42][CH2:41]3)=[CH:38][C:22]3[C:23]([C:33]([O:35][CH2:36][CH3:37])=[O:34])=[C:24]([C:26]4[CH:27]=[CH:28][C:29]([F:32])=[CH:30][CH:31]=4)[O:25][C:21]=3[CH:20]=2)[S:44]([CH3:43])(=[O:46])=[O:45])[CH:15]=[CH:16][CH:17]=1. The yield is 0.370. (3) The reactants are Br[CH2:2][C:3]([NH:5][C:6]1[S:7][C:8]([C:16]([C:18]2[CH:23]=[CH:22][CH:21]=[CH:20][N:19]=2)=[O:17])=[C:9]([C:11]2[O:12][CH:13]=[CH:14][CH:15]=2)[N:10]=1)=[O:4].[NH:24]1[CH2:29][CH2:28][O:27][CH2:26][CH2:25]1. The catalyst is C1COCC1. The product is [O:12]1[CH:13]=[CH:14][CH:15]=[C:11]1[C:9]1[N:10]=[C:6]([NH:5][C:3](=[O:4])[CH2:2][N:24]2[CH2:29][CH2:28][O:27][CH2:26][CH2:25]2)[S:7][C:8]=1[C:16]([C:18]1[CH:23]=[CH:22][CH:21]=[CH:20][N:19]=1)=[O:17]. The yield is 0.710. (4) The reactants are [NH2:1][C:2]1[C:7]([NH2:8])=[C:6]([N:9]([CH2:15][C:16]2[CH:21]=[CH:20][C:19]([CH2:22][P:23]([O:28][CH2:29][CH3:30])([O:25][CH2:26][CH3:27])=[O:24])=[CH:18][CH:17]=2)[C:10](=[O:14])OCC)[CH:5]=[C:4]([O:31][CH2:32][CH2:33][O:34][CH3:35])[N:3]=1. The catalyst is CC(O)=O. The product is [NH2:1][C:2]1[C:7]2[NH:8][C:10](=[O:14])[N:9]([CH2:15][C:16]3[CH:21]=[CH:20][C:19]([CH2:22][P:23](=[O:24])([O:28][CH2:29][CH3:30])[O:25][CH2:26][CH3:27])=[CH:18][CH:17]=3)[C:6]=2[CH:5]=[C:4]([O:31][CH2:32][CH2:33][O:34][CH3:35])[N:3]=1. The yield is 0.630. (5) The catalyst is [Cl-].C([N+]1C(C)=C(CCO)SC=1)C1C=CC=CC=1.C(O)C. The product is [CH3:27][O:28][C:29]1[CH:30]=[C:31]([NH:32][CH:33]([C:34]2[CH:35]=[N:36][C:37]([O:40][CH3:41])=[CH:38][CH:39]=2)[C:8]([C:10]2[C:18]3[C:13](=[C:14]([CH3:19])[CH:15]=[CH:16][CH:17]=3)[NH:12][CH:11]=2)=[O:9])[CH:42]=[CH:43][CH:44]=1. The reactants are C(N(CC)CC)C.[CH:8]([C:10]1[C:18]2[C:13](=[C:14]([CH3:19])[CH:15]=[CH:16][CH:17]=2)[N:12](C(OC(C)(C)C)=O)[CH:11]=1)=[O:9].[CH3:27][O:28][C:29]1[CH:30]=[C:31]([CH:42]=[CH:43][CH:44]=1)[N:32]=[CH:33][C:34]1[CH:35]=[N:36][C:37]([O:40][CH3:41])=[CH:38][CH:39]=1. The yield is 0.160.